This data is from Forward reaction prediction with 1.9M reactions from USPTO patents (1976-2016). The task is: Predict the product of the given reaction. (1) Given the reactants CCCCCC.C([Li])CCC.[CH2:12]([O:19][C:20]1[CH:25]=[CH:24][CH:23]=[CH:22][C:21]=1Br)[C:13]1[CH:18]=[CH:17][CH:16]=[CH:15][CH:14]=1.[C:27]([C:31]1[CH:38]=[CH:37][C:34]([CH:35]=[O:36])=[CH:33][CH:32]=1)([CH3:30])([CH3:29])[CH3:28].O, predict the reaction product. The product is: [CH2:12]([O:19][C:20]1[CH:25]=[CH:24][CH:23]=[CH:22][C:21]=1[CH:35]([C:34]1[CH:37]=[CH:38][C:31]([C:27]([CH3:30])([CH3:29])[CH3:28])=[CH:32][CH:33]=1)[OH:36])[C:13]1[CH:18]=[CH:17][CH:16]=[CH:15][CH:14]=1. (2) Given the reactants [OH:1][C:2]1[C:12]2[C:13]3[C:5]([CH2:6][CH:7]([O:14][Si:15]([O:18][C:19]([CH3:22])([CH3:21])[CH3:20])([CH3:17])[CH3:16])[C:8]=3[CH:9]=[CH:10][CH:11]=2)=[CH:4][CH:3]=1.[C:23](=O)([O-])[O-].[K+].[K+].CI, predict the reaction product. The product is: [CH3:23][O:1][C:2]1[C:12]2[C:13]3[C:5]([CH2:6][CH:7]([O:14][Si:15]([O:18][C:19]([CH3:22])([CH3:21])[CH3:20])([CH3:16])[CH3:17])[C:8]=3[CH:9]=[CH:10][CH:11]=2)=[CH:4][CH:3]=1.